This data is from Catalyst prediction with 721,799 reactions and 888 catalyst types from USPTO. The task is: Predict which catalyst facilitates the given reaction. (1) Reactant: [OH:1][CH2:2][CH2:3][CH2:4][CH2:5][CH2:6][CH2:7][N:8]1[C:12](=[O:13])[CH:11]=[CH:10][C:9]1=[O:14].CC(OI1(OC(C)=O)(OC(C)=O)OC(=O)C2C=CC=CC1=2)=O.C(=O)(O)[O-].[Na+].C(OCC)(=O)C. Product: [O:14]=[C:9]1[CH:10]=[CH:11][C:12](=[O:13])[N:8]1[CH2:7][CH2:6][CH2:5][CH2:4][CH2:3][CH:2]=[O:1]. The catalyst class is: 2. (2) Reactant: C[O:2][C:3](=[O:15])[C:4]1[C:5](=[CH:7][C:8]([N+:12]([O-:14])=[O:13])=[C:9]([Cl:11])[CH:10]=1)[NH2:6].[Li+].[OH-].Cl. Product: [Cl:11][C:9]1[CH:10]=[C:4]([C:3]([OH:15])=[O:2])[C:5]([NH2:6])=[CH:7][C:8]=1[N+:12]([O-:14])=[O:13]. The catalyst class is: 20. (3) Reactant: [C:1]([O:5][C:6](=[O:14])[NH:7][C:8]1[CH:13]=[CH:12][N:11]=[CH:10][CH:9]=1)([CH3:4])([CH3:3])[CH3:2].C([Li])(C)(C)C.[CH2:20]([Sn:24](Cl)([CH2:29][CH2:30][CH2:31][CH3:32])[CH2:25][CH2:26][CH2:27][CH3:28])[CH2:21][CH2:22][CH3:23].[Cl-].[NH4+]. Product: [C:1]([O:5][C:6](=[O:14])[NH:7][C:8]1[CH:13]=[CH:12][N:11]=[CH:10][C:9]=1[Sn:24]([CH2:25][CH2:26][CH2:27][CH3:28])([CH2:29][CH2:30][CH2:31][CH3:32])[CH2:20][CH2:21][CH2:22][CH3:23])([CH3:4])([CH3:2])[CH3:3]. The catalyst class is: 1. (4) Reactant: [OH:1][CH2:2][C@@H:3]([NH:10][C:11]([C:13]1[NH:14][CH:15]=[C:16]([C:18]2[C:23]([CH3:24])=[CH:22][N:21]=[C:20](S(CCC)(=O)=O)[N:19]=2)[CH:17]=1)=[O:12])[C:4]1[CH:9]=[CH:8][CH:7]=[CH:6][CH:5]=1.[CH2:31]([NH2:33])[CH3:32]. Product: [OH:1][CH2:2][C@@H:3]([NH:10][C:11]([C:13]1[NH:14][CH:15]=[C:16]([C:18]2[C:23]([CH3:24])=[CH:22][N:21]=[C:20]([NH:33][CH2:31][CH3:32])[N:19]=2)[CH:17]=1)=[O:12])[C:4]1[CH:5]=[CH:6][CH:7]=[CH:8][CH:9]=1. The catalyst class is: 16. (5) Reactant: [C:1]([O:5][C:6]([N:8]1[CH2:13][CH2:12][CH:11]([O:14][C:15]2[CH:20]=[CH:19][C:18]([N+:21]([O-])=O)=[CH:17][C:16]=2[O:24][CH3:25])[CH2:10][CH2:9]1)=[O:7])([CH3:4])([CH3:3])[CH3:2]. Product: [C:1]([O:5][C:6]([N:8]1[CH2:9][CH2:10][CH:11]([O:14][C:15]2[CH:20]=[CH:19][C:18]([NH2:21])=[CH:17][C:16]=2[O:24][CH3:25])[CH2:12][CH2:13]1)=[O:7])([CH3:4])([CH3:3])[CH3:2]. The catalyst class is: 19.